Dataset: Forward reaction prediction with 1.9M reactions from USPTO patents (1976-2016). Task: Predict the product of the given reaction. (1) Given the reactants Cl[CH2:2][CH2:3][CH2:4][N:5]1[C:9]2[CH:10]=[CH:11][CH:12]=[CH:13][C:8]=2[S:7][C:6]1=[O:14].[I-:15].[Na+], predict the reaction product. The product is: [I:15][CH2:2][CH2:3][CH2:4][N:5]1[C:9]2[CH:10]=[CH:11][CH:12]=[CH:13][C:8]=2[S:7][C:6]1=[O:14]. (2) Given the reactants [F:1][C:2]1[CH:37]=[CH:36][C:5]([CH2:6][NH:7][C:8]([C:10]2[N:11]=[C:12]3[C:18]4([NH:21][C:22](=[O:31])[C:23](=[O:30])[N:24]5[CH2:29][CH2:28][NH:27][CH2:26][CH2:25]5)[CH2:19][CH2:20][CH:15]([CH2:16][CH2:17]4)[CH2:14][N:13]3[C:32](=[O:35])[C:33]=2[OH:34])=[O:9])=[CH:4][CH:3]=1.C(N(C(C)C)CC)(C)C.[CH3:47][C:48]1[O:52][N:51]=[C:50]([C:53](Cl)=[O:54])[CH:49]=1.CNC, predict the reaction product. The product is: [F:1][C:2]1[CH:3]=[CH:4][C:5]([CH2:6][NH:7][C:8]([C:10]2[N:11]=[C:12]3[C:18]4([NH:21][C:22](=[O:31])[C:23]([N:24]5[CH2:25][CH2:26][N:27]([C:53]([C:50]6[CH:49]=[C:48]([CH3:47])[O:52][N:51]=6)=[O:54])[CH2:28][CH2:29]5)=[O:30])[CH2:19][CH2:20][CH:15]([CH2:16][CH2:17]4)[CH2:14][N:13]3[C:32](=[O:35])[C:33]=2[OH:34])=[O:9])=[CH:36][CH:37]=1. (3) Given the reactants Cl.Cl.[CH2:3]([O:6][C@H:7]1[CH2:12][CH2:11][C@H:10]([N:13]2[CH2:18][CH2:17][CH:16]([NH2:19])[CH2:15][CH2:14]2)[CH2:9][CH2:8]1)[CH2:4][CH3:5].C(N(C(C)C)CC)(C)C.[Br:29][C:30]1[CH:35]=[C:34](F)[C:33]([N+:37]([O-:39])=[O:38])=[CH:32][C:31]=1[C:40]([F:43])([F:42])[F:41], predict the reaction product. The product is: [Br:29][C:30]1[C:31]([C:40]([F:41])([F:42])[F:43])=[CH:32][C:33]([N+:37]([O-:39])=[O:38])=[C:34]([NH:19][CH:16]2[CH2:15][CH2:14][N:13]([C@H:10]3[CH2:9][CH2:8][C@H:7]([O:6][CH2:3][CH2:4][CH3:5])[CH2:12][CH2:11]3)[CH2:18][CH2:17]2)[CH:35]=1. (4) Given the reactants [CH2:1]1[C:9]2[C:4](=[CH:5][C:6]([C:10]3([C:13]([NH:15][C:16]4[N:21]=[C:20]([C:22]5[CH:23]=[N:24][C:25]([O:28]C)=[CH:26][CH:27]=5)[C:19]([CH3:30])=[CH:18][CH:17]=4)=[O:14])[CH2:12][CH2:11]3)=[CH:7][CH:8]=2)[CH2:3][CH2:2]1.[Si](I)(C)(C)C.CO.C(OCC)(=O)C, predict the reaction product. The product is: [CH2:1]1[C:9]2[C:4](=[CH:5][C:6]([C:10]3([C:13]([NH:15][C:16]4[CH:17]=[CH:18][C:19]([CH3:30])=[C:20]([C:22]5[CH:27]=[CH:26][C:25](=[O:28])[NH:24][CH:23]=5)[N:21]=4)=[O:14])[CH2:12][CH2:11]3)=[CH:7][CH:8]=2)[CH2:3][CH2:2]1. (5) Given the reactants [F:1][C:2]1[CH:11]=[CH:10][C:5]([C:6]([O:8][CH3:9])=[O:7])=[C:4]([OH:12])[CH:3]=1.C([O-])([O-])=O.[K+].[K+].Br[CH2:20][CH:21]=[CH2:22], predict the reaction product. The product is: [CH2:22]([O:12][C:4]1[CH:3]=[C:2]([F:1])[CH:11]=[CH:10][C:5]=1[C:6]([O:8][CH3:9])=[O:7])[CH:21]=[CH2:20].